This data is from Forward reaction prediction with 1.9M reactions from USPTO patents (1976-2016). The task is: Predict the product of the given reaction. (1) Given the reactants [CH3:1][O:2][C:3]1[CH:8]=[CH:7][C:6]([C@@H:9]2[C@@H:14]([O:15][CH2:16][C:17]3[CH:18]=[CH:19][C:20]4[O:25][CH2:24][CH2:23][N:22]([CH2:26][CH2:27][CH2:28][O:29][CH3:30])[C:21]=4[CH:31]=3)[CH2:13][N:12]([S:32]([C:35]3[CH:40]=[CH:39][C:38]([CH3:41])=[CH:37][CH:36]=3)(=[O:34])=[O:33])[C@H:11]([CH2:42][C:43]([CH3:48])([CH3:47])[C:44]([OH:46])=O)[CH2:10]2)=[CH:5][CH:4]=1.[NH2:49][CH2:50][CH2:51][OH:52], predict the reaction product. The product is: [OH:52][CH2:51][CH2:50][NH:49][C:44](=[O:46])[C:43]([CH3:47])([CH3:48])[CH2:42][C@@H:11]1[CH2:10][C@H:9]([C:6]2[CH:7]=[CH:8][C:3]([O:2][CH3:1])=[CH:4][CH:5]=2)[C@@H:14]([O:15][CH2:16][C:17]2[CH:18]=[CH:19][C:20]3[O:25][CH2:24][CH2:23][N:22]([CH2:26][CH2:27][CH2:28][O:29][CH3:30])[C:21]=3[CH:31]=2)[CH2:13][N:12]1[S:32]([C:35]1[CH:36]=[CH:37][C:38]([CH3:41])=[CH:39][CH:40]=1)(=[O:33])=[O:34]. (2) Given the reactants [C:1](=O)([O-])[O-].[K+].[K+].IC.O1CCCC1.[CH3:14][NH:15][C:16]1[CH:21]=[CH:20][C:19]([C:22]2[S:23][C:24]3[CH:30]=[C:29]([O:31][CH2:32][CH2:33][F:34])[CH:28]=[CH:27][C:25]=3[CH:26]=2)=[CH:18][CH:17]=1, predict the reaction product. The product is: [CH3:14][N:15]([C:16]1[CH:17]=[CH:18][C:19]([C:22]2[S:23][C:24]3[CH:30]=[C:29]([O:31][CH2:32][CH2:33][F:34])[CH:28]=[CH:27][C:25]=3[CH:26]=2)=[CH:20][CH:21]=1)[CH3:1]. (3) Given the reactants FC1C=CC(C(Cl)=O)=CC=1.[CH3:11][O:12][C:13]1[CH:14]=[C:15]2[C:20](=[CH:21][C:22]=1[O:23][CH3:24])[N:19]=[CH:18][CH:17]=[C:16]2[O:25][C:26]1[CH:32]=[CH:31][C:29]([NH2:30])=[CH:28][CH:27]=1.[F:33][C:34]1[CH:39]=[CH:38][C:37]([C:40]([N:42]=[C:43]=[S:44])=[O:41])=[CH:36][CH:35]=1, predict the reaction product. The product is: [F:33][C:34]1[CH:35]=[CH:36][C:37]([C:40]([N:42]=[C:43]=[S:44])=[O:41])=[CH:38][CH:39]=1.[CH3:11][O:12][C:13]1[CH:14]=[C:15]2[C:20](=[CH:21][C:22]=1[O:23][CH3:24])[N:19]=[CH:18][CH:17]=[C:16]2[O:25][C:26]1[CH:32]=[CH:31][C:29]([NH:30][C:43]([NH:42][C:40](=[O:41])[C:37]2[CH:38]=[CH:39][C:34]([F:33])=[CH:35][CH:36]=2)=[S:44])=[CH:28][CH:27]=1. (4) Given the reactants [OH:1][C:2]1[CH:7]=[C:6]([OH:8])[CH:5]=[CH:4][C:3]=1[C:9](=[O:22])[CH2:10][C@H:11]1[CH2:16][CH2:15][C@H:14]([C:17]([O:19]CC)=[O:18])[CH2:13][CH2:12]1.[OH-].[Na+], predict the reaction product. The product is: [OH:1][C:2]1[CH:7]=[C:6]([OH:8])[CH:5]=[CH:4][C:3]=1[C:9](=[O:22])[CH2:10][C@H:11]1[CH2:16][CH2:15][C@H:14]([C:17]([OH:19])=[O:18])[CH2:13][CH2:12]1. (5) Given the reactants [NH2:1][C:2]1[CH:6]=[CH:5][NH:4][N:3]=1.[C:7]([N+:11]#[C-:12])([CH3:10])([CH3:9])[CH3:8].[CH:13](=O)[C:14]1[CH:19]=[CH:18][CH:17]=[CH:16][CH:15]=1, predict the reaction product. The product is: [C:7]([NH:11][C:12]1[N:3]2[NH:4][CH:5]=[CH:6][C:2]2=[N:1][C:13]=1[C:14]1[CH:19]=[CH:18][CH:17]=[CH:16][CH:15]=1)([CH3:10])([CH3:9])[CH3:8]. (6) Given the reactants C1C2C(COC(=O)[NH:17][C@H:18]([C:39]([OH:41])=[O:40])[CH2:19][CH2:20][CH2:21][CH2:22][N:23]([CH2:32][C:33]3[CH:38]=[CH:37][CH:36]=[CH:35][N:34]=3)[CH2:24][C:25](=[O:31])[O:26][C:27]([CH3:30])([CH3:29])[CH3:28])C3C(=CC=CC=3)C=2C=CC=1.N1CCCCC1, predict the reaction product. The product is: [NH2:17][C@@H:18]([CH2:19][CH2:20][CH2:21][CH2:22][N:23]([CH2:24][C:25]([O:26][C:27]([CH3:30])([CH3:29])[CH3:28])=[O:31])[CH2:32][C:33]1[CH:38]=[CH:37][CH:36]=[CH:35][N:34]=1)[C:39]([OH:41])=[O:40]. (7) Given the reactants C([O:3][C:4](=[O:21])[C@@H:5]([O:19][CH3:20])[CH2:6][C:7]1[CH:12]=[CH:11][C:10]([C:13]#[C:14][CH2:15][CH2:16][CH2:17][OH:18])=[CH:9][CH:8]=1)C.[C:22]1([C:28]2[CH:33]=[CH:32][C:31](O)=[CH:30][CH:29]=2)[CH:27]=[CH:26][CH:25]=[CH:24][CH:23]=1, predict the reaction product. The product is: [C:22]1([C:28]2[CH:29]=[CH:30][CH:31]=[CH:32][CH:33]=2)[CH:27]=[CH:26][C:25]([O:18][CH2:17][CH2:16][CH2:15][C:14]#[C:13][C:10]2[CH:9]=[CH:8][C:7]([CH2:6][C@H:5]([O:19][CH3:20])[C:4]([OH:3])=[O:21])=[CH:12][CH:11]=2)=[CH:24][CH:23]=1. (8) Given the reactants [CH2:1]([C:3]1[CH:8]=[CH:7][C:6]([NH:9][C:10](=[O:41])[O:11][CH2:12][C:13]2([C:30](=[O:40])[NH:31][CH2:32][C:33]3[CH:38]=[CH:37][CH:36]=[CH:35][C:34]=3[Cl:39])[CH2:18][CH2:17][N:16]([C:19](=[O:29])[CH2:20][NH:21]C(OC(C)(C)C)=O)[CH2:15][CH2:14]2)=[CH:5][CH:4]=1)[CH3:2].Cl, predict the reaction product. The product is: [CH2:1]([C:3]1[CH:4]=[CH:5][C:6]([NH:9][C:10](=[O:41])[O:11][CH2:12][C:13]2([C:30](=[O:40])[NH:31][CH2:32][C:33]3[CH:38]=[CH:37][CH:36]=[CH:35][C:34]=3[Cl:39])[CH2:18][CH2:17][N:16]([C:19](=[O:29])[CH2:20][NH2:21])[CH2:15][CH2:14]2)=[CH:7][CH:8]=1)[CH3:2]. (9) Given the reactants [CH3:1][C:2]1[O:3][C:4]2[CH:13]=[C:12]([O:14][C:15]3[CH:20]=[CH:19][N:18]=[C:17]4[CH:21]=[CH:22][S:23][C:16]=34)[CH:11]=[CH:10][C:5]=2[C:6]=1[C:7]([OH:9])=O.[N:24]1([C:30]2[N:35]=[CH:34][C:33]([NH2:36])=[CH:32][CH:31]=2)[CH2:29][CH2:28][O:27][CH2:26][CH2:25]1.CN(C(ON1N=NC2C=CC=NC1=2)=[N+](C)C)C.F[P-](F)(F)(F)(F)F.C(N(C(C)C)CC)(C)C.C([O-])(O)=O.[Na+], predict the reaction product. The product is: [N:24]1([C:30]2[N:35]=[CH:34][C:33]([NH:36][C:7]([C:6]3[C:5]4[CH:10]=[CH:11][C:12]([O:14][C:15]5[CH:20]=[CH:19][N:18]=[C:17]6[CH:21]=[CH:22][S:23][C:16]=56)=[CH:13][C:4]=4[O:3][C:2]=3[CH3:1])=[O:9])=[CH:32][CH:31]=2)[CH2:29][CH2:28][O:27][CH2:26][CH2:25]1.